From a dataset of Peptide-MHC class I binding affinity with 185,985 pairs from IEDB/IMGT. Regression. Given a peptide amino acid sequence and an MHC pseudo amino acid sequence, predict their binding affinity value. This is MHC class I binding data. The peptide sequence is KEGVSVTVT. The MHC is HLA-A02:03 with pseudo-sequence HLA-A02:03. The binding affinity (normalized) is 0.